This data is from Forward reaction prediction with 1.9M reactions from USPTO patents (1976-2016). The task is: Predict the product of the given reaction. (1) Given the reactants [N:1]1([CH2:6][C:7]2[O:8][C:9]3[CH:15]=[CH:14][C:13]([NH2:16])=[CH:12][C:10]=3[N:11]=2)[CH2:5][CH2:4][CH2:3][CH2:2]1.[Cl:17][C:18]1[CH:23]=[C:22]([C:24]([F:27])([F:26])[F:25])[CH:21]=[CH:20][C:19]=1[C:28]#[C:29][C:30](O)=[O:31], predict the reaction product. The product is: [N:1]1([CH2:6][C:7]2[O:8][C:9]3[CH:15]=[CH:14][C:13]([NH:16][C:30](=[O:31])[C:29]#[C:28][C:19]4[CH:20]=[CH:21][C:22]([C:24]([F:26])([F:25])[F:27])=[CH:23][C:18]=4[Cl:17])=[CH:12][C:10]=3[N:11]=2)[CH2:5][CH2:4][CH2:3][CH2:2]1. (2) Given the reactants [F:1][C:2]1[CH:11]=[CH:10][C:5]([C:6]([O:8][CH3:9])=[O:7])=[C:4]([OH:12])[CH:3]=1.[CH2:13](Br)[C:14]1[CH:19]=[CH:18][CH:17]=[CH:16][CH:15]=1.C(=O)([O-])[O-].[Cs+].[Cs+], predict the reaction product. The product is: [CH2:13]([O:12][C:4]1[CH:3]=[C:2]([F:1])[CH:11]=[CH:10][C:5]=1[C:6]([O:8][CH3:9])=[O:7])[C:14]1[CH:19]=[CH:18][CH:17]=[CH:16][CH:15]=1.